This data is from Forward reaction prediction with 1.9M reactions from USPTO patents (1976-2016). The task is: Predict the product of the given reaction. (1) Given the reactants [F:1][C:2]1[CH:7]=[CH:6][C:5]([N:8]2[C:16]([C:17]([NH:19][CH3:20])=[O:18])=[C:15]3[C:10]([CH:11]=[C:12]([N:30]([CH3:35])[S:31]([CH3:34])(=[O:33])=[O:32])[C:13](B4OC(C)(C)C(C)(C)O4)=[CH:14]3)=[N:9]2)=[CH:4][CH:3]=1.Cl[C:37]1[CH:46]=[CH:45][C:44]2[CH2:43][CH2:42][N:41]3[C:47]4[CH:48]=[CH:49][CH:50]=[C:51]([F:54])[C:52]=4[CH:53]=[C:40]3[C:39]=2[N:38]=1.CC(C1C=C(C(C)C)C(C2C=CC=CC=2P(C2CCCCC2)C2CCCCC2)=C(C(C)C)C=1)C, predict the reaction product. The product is: [F:54][C:51]1[C:52]2[CH:53]=[C:40]3[C:39]4[N:38]=[C:37]([C:13]5[C:12]([N:30]([CH3:35])[S:31]([CH3:34])(=[O:33])=[O:32])=[CH:11][C:10]6[C:15](=[C:16]([C:17]([NH:19][CH3:20])=[O:18])[N:8]([C:5]7[CH:4]=[CH:3][C:2]([F:1])=[CH:7][CH:6]=7)[N:9]=6)[CH:14]=5)[CH:46]=[CH:45][C:44]=4[CH2:43][CH2:42][N:41]3[C:47]=2[CH:48]=[CH:49][CH:50]=1. (2) Given the reactants [H-].[Na+].[CH3:3][CH:4]([C:10]([O:12][CH2:13][CH3:14])=[O:11])[C:5]([O:7][CH2:8][CH3:9])=[O:6].Br[CH:16]1[CH2:25][CH2:24][C:23]2[C:18](=[CH:19][CH:20]=[C:21]([O:26][CH3:27])[CH:22]=2)[C:17]1=[O:28].Cl, predict the reaction product. The product is: [CH3:3][C:4]([CH:16]1[CH2:25][CH2:24][C:23]2[C:18](=[CH:19][CH:20]=[C:21]([O:26][CH3:27])[CH:22]=2)[C:17]1=[O:28])([C:5]([O:7][CH2:8][CH3:9])=[O:6])[C:10]([O:12][CH2:13][CH3:14])=[O:11]. (3) Given the reactants [Cl:1][C:2]1[CH:7]=[CH:6][C:5]([N:8]2[C:16]([CH:17]([CH:20]3[CH2:25][CH2:24][CH2:23][CH2:22][CH2:21]3)[CH2:18][OH:19])=[C:15]3[C:10]([CH2:11][CH2:12][CH2:13][CH2:14]3)=[N:9]2)=[CH:4][CH:3]=1.CCN(CC)CC.[S:33](Cl)([CH3:36])(=[O:35])=[O:34], predict the reaction product. The product is: [Cl:1][C:2]1[CH:7]=[CH:6][C:5]([N:8]2[C:16]([CH:17]([CH:20]3[CH2:25][CH2:24][CH2:23][CH2:22][CH2:21]3)[CH2:18][O:19][S:33]([CH3:36])(=[O:35])=[O:34])=[C:15]3[C:10]([CH2:11][CH2:12][CH2:13][CH2:14]3)=[N:9]2)=[CH:4][CH:3]=1. (4) Given the reactants [OH:1][C:2]1[CH:11]=[CH:10][C:5]2[C:6](=[O:9])[CH2:7][O:8][C:4]=2[C:3]=1[CH:12]([N:14]1[CH2:19][CH2:18][N:17]([C:20]([O:22][C:23]([CH3:26])([CH3:25])[CH3:24])=[O:21])[CH2:16][CH2:15]1)[CH3:13].CO.[C:29]1(P(C2C=CC=CC=2)C2C=CC=CC=2)C=CC=CC=1.N(C(OCC)=O)=NC(OCC)=O.C1(C)C=CC=CC=1, predict the reaction product. The product is: [CH3:29][O:1][C:2]1[CH:11]=[CH:10][C:5]2[C:6](=[O:9])[CH2:7][O:8][C:4]=2[C:3]=1[CH:12]([N:14]1[CH2:15][CH2:16][N:17]([C:20]([O:22][C:23]([CH3:25])([CH3:24])[CH3:26])=[O:21])[CH2:18][CH2:19]1)[CH3:13].